From a dataset of Full USPTO retrosynthesis dataset with 1.9M reactions from patents (1976-2016). Predict the reactants needed to synthesize the given product. (1) The reactants are: [CH3:1][O:2][C:3]1[CH:8]=[CH:7][CH:6]=[CH:5][C:4]=1[CH:9]1[CH2:14][C:13](=[O:15])[CH2:12][C:11](=[O:16])[CH2:10]1.CO[CH:19](OC)[N:20]([CH3:22])[CH3:21].ClC1C=CC(C2CC(=O)C(=CN(C)C)C(=O)C2)=CC=1. Given the product [CH3:19][N:20]([CH:22]=[C:12]1[C:11](=[O:16])[CH2:10][CH:9]([C:4]2[CH:5]=[CH:6][CH:7]=[CH:8][C:3]=2[O:2][CH3:1])[CH2:14][C:13]1=[O:15])[CH3:21], predict the reactants needed to synthesize it. (2) Given the product [CH2:1]([O:8][C:9]([N:11]1[CH2:16][CH2:15][CH:14]([NH:17][C:18]([O:20][C:21]([CH3:22])([CH3:24])[CH3:23])=[O:19])[CH:13]([O:25][Si:31]([C:34]([CH3:37])([CH3:36])[CH3:35])([CH3:33])[CH3:32])[CH2:12]1)=[O:10])[C:2]1[CH:3]=[CH:4][CH:5]=[CH:6][CH:7]=1, predict the reactants needed to synthesize it. The reactants are: [CH2:1]([O:8][C:9]([N:11]1[CH2:16][CH2:15][CH:14]([NH:17][C:18]([O:20][C:21]([CH3:24])([CH3:23])[CH3:22])=[O:19])[CH:13]([OH:25])[CH2:12]1)=[O:10])[C:2]1[CH:7]=[CH:6][CH:5]=[CH:4][CH:3]=1.N1C=CN=C1.[Si:31](Cl)([C:34]([CH3:37])([CH3:36])[CH3:35])([CH3:33])[CH3:32].